The task is: Predict which catalyst facilitates the given reaction.. This data is from Catalyst prediction with 721,799 reactions and 888 catalyst types from USPTO. (1) Reactant: ClC1C=C(C=CC=1)[C:5](OO)=[O:6].[CH3:12][C:13]1([C:16]2[C:21]([C:22]([NH:24][CH:25]3[CH:32]4[CH2:33][CH:28]5[CH2:29][C:30]([O:35][CH2:36][C:37]6[CH:42]=[CH:41][CH:40]=[CH:39][CH:38]=6)([CH2:34][CH:26]3[CH2:27]5)[CH2:31]4)=[O:23])=[CH:20][N:19]=[C:18](SC)[N:17]=2)[CH2:15][CH2:14]1. Product: [CH3:5][O:6][C:18]1[N:17]=[C:16]([C:13]2([CH3:12])[CH2:14][CH2:15]2)[C:21]([C:22]([NH:24][CH:25]2[CH:26]3[CH2:27][CH:28]4[CH2:29][C:30]([O:35][CH2:36][C:37]5[CH:42]=[CH:41][CH:40]=[CH:39][CH:38]=5)([CH2:31][CH:32]2[CH2:33]4)[CH2:34]3)=[O:23])=[CH:20][N:19]=1.[OH:6][C:18]1[N:17]=[C:16]([C:13]2([CH3:12])[CH2:14][CH2:15]2)[C:21]([C:22]([NH:24][CH:25]2[CH:32]3[CH2:33][CH:28]4[CH2:29][C:30]([O:35][CH2:36][C:37]5[CH:42]=[CH:41][CH:40]=[CH:39][CH:38]=5)([CH2:34][CH:26]2[CH2:27]4)[CH2:31]3)=[O:23])=[CH:20][N:19]=1. The catalyst class is: 2. (2) Reactant: Cl.[CH3:2][C:3]1[S:12][C:11]2[NH:10][C:9]3[CH:13]=[CH:14][CH:15]=[CH:16][C:8]=3[N:7]=[C:6]([NH2:17])[C:5]=2[CH:4]=1.[OH-].[Na+].CO. Product: [CH3:2][C:3]1[S:12][C:11]2[NH:10][C:9]3[CH:13]=[CH:14][CH:15]=[CH:16][C:8]=3[N:7]=[C:6]([NH2:17])[C:5]=2[CH:4]=1. The catalyst class is: 6.